From a dataset of Catalyst prediction with 721,799 reactions and 888 catalyst types from USPTO. Predict which catalyst facilitates the given reaction. Reactant: [Cl:1][C:2]1[CH:7]=[C:6]([O:8][C:9]([F:12])([F:11])[F:10])[CH:5]=[C:4]([Cl:13])[C:3]=1[N:14]=[C:15]=[O:16].[NH2:17][C:18]1[CH:19]=[C:20]([C:41]2[CH:46]=[CH:45][C:44]([F:47])=[C:43]([F:48])[CH:42]=2)[CH:21]=[CH:22][C:23]=1[C:24]([NH:26][C@@H:27]([CH:35]1[CH2:40][CH2:39][CH2:38][CH2:37][CH2:36]1)[C:28]([O:30][C:31]([CH3:34])([CH3:33])[CH3:32])=[O:29])=[O:25].CCCCCC.C(OCC)(=O)C. Product: [CH:35]1([C@H:27]([NH:26][C:24]([C:23]2[CH:22]=[CH:21][C:20]([C:41]3[CH:46]=[CH:45][C:44]([F:47])=[C:43]([F:48])[CH:42]=3)=[CH:19][C:18]=2[NH:17][C:15]([NH:14][C:3]2[C:2]([Cl:1])=[CH:7][C:6]([O:8][C:9]([F:10])([F:12])[F:11])=[CH:5][C:4]=2[Cl:13])=[O:16])=[O:25])[C:28]([O:30][C:31]([CH3:33])([CH3:32])[CH3:34])=[O:29])[CH2:40][CH2:39][CH2:38][CH2:37][CH2:36]1. The catalyst class is: 17.